Dataset: Forward reaction prediction with 1.9M reactions from USPTO patents (1976-2016). Task: Predict the product of the given reaction. (1) Given the reactants [H-].[Al+3].[Li+].[H-].[H-].[H-].[CH2:7]([N:14]1[C:18]([C:19](OC)=[O:20])=[CH:17][C:16]([O:23][CH2:24][CH3:25])=[N:15]1)[C:8]1[CH:13]=[CH:12][CH:11]=[CH:10][CH:9]=1, predict the reaction product. The product is: [CH2:7]([N:14]1[C:18]([CH2:19][OH:20])=[CH:17][C:16]([O:23][CH2:24][CH3:25])=[N:15]1)[C:8]1[CH:9]=[CH:10][CH:11]=[CH:12][CH:13]=1. (2) The product is: [Br:1][C:2]1[CH:3]=[CH:4][C:5]2[O:14][CH2:13][CH2:12][C:11]3[CH:10]=[C:9]([C:15]4[N:24]([C:23]5[CH:25]=[CH:26][C:27]([Cl:29])=[CH:28][C:22]=5[Cl:21])[CH:17]=[N:18][N:19]=4)[S:8][C:7]=3[C:6]=2[CH:20]=1. Given the reactants [Br:1][C:2]1[CH:3]=[CH:4][C:5]2[O:14][CH2:13][CH2:12][C:11]3[CH:10]=[C:9]([C:15]4O[CH:17]=[N:18][N:19]=4)[S:8][C:7]=3[C:6]=2[CH:20]=1.[Cl:21][C:22]1[CH:28]=[C:27]([Cl:29])[CH:26]=[CH:25][C:23]=1[NH2:24].C(O)(C(F)(F)F)=O.CCN(C(C)C)C(C)C, predict the reaction product. (3) Given the reactants Cl[CH2:2][CH2:3][CH2:4][O:5][C:6]1[CH:11]=[CH:10][C:9]([C:12]2[O:13][CH2:14][C:15]([CH3:18])([CH3:17])[N:16]=2)=[CH:8][CH:7]=1.[NH:19]1[CH2:24][CH2:23][CH2:22][CH2:21][CH2:20]1, predict the reaction product. The product is: [CH3:17][C:15]1([CH3:18])[CH2:14][O:13][C:12]([C:9]2[CH:10]=[CH:11][C:6]([O:5][CH2:4][CH2:3][CH2:2][N:19]3[CH2:24][CH2:23][CH2:22][CH2:21][CH2:20]3)=[CH:7][CH:8]=2)=[N:16]1. (4) The product is: [NH2:61][C:25](=[O:27])[CH2:24][C:19]1[CH:20]=[CH:21][CH:22]=[CH:23][C:18]=1[CH2:17][CH2:16][C:14]1[C:13]([C:29]([F:31])([F:32])[F:30])=[CH:12][N:11]=[C:10]([NH:9][C:8]2[CH:7]=[CH:6][C:5]([CH:33]3[CH2:38][CH2:37][N:36]([C:39]([O:41][CH2:50][CH2:49][CH2:54][CH3:53])=[O:40])[CH2:35][CH2:34]3)=[CH:4][C:3]=2[O:2][CH3:1])[N:15]=1. Given the reactants [CH3:1][O:2][C:3]1[CH:4]=[C:5]([CH:33]2[CH2:38][CH2:37][N:36]([C:39]([O:41]C(C)(C)C)=[O:40])[CH2:35][CH2:34]2)[CH:6]=[CH:7][C:8]=1[NH:9][C:10]1[N:15]=[C:14]([CH2:16][CH2:17][C:18]2[CH:23]=[CH:22][CH:21]=[CH:20][C:19]=2[CH2:24][C:25]([O:27]C)=O)[C:13]([C:29]([F:32])([F:31])[F:30])=[CH:12][N:11]=1.O.[OH-].[Li+].[CH:49]1[CH:50]=CC2N(O)N=N[C:53]=2[CH:54]=1.CC[N:61]=C=NCCCN(C)C.Cl.Cl.CCN(C(C)C)C(C)C.C(=O)([O-])[O-].[NH4+].[NH4+].C(=O)(O)[O-].[Na+], predict the reaction product. (5) Given the reactants Br[C:2]1[CH:3]=[CH:4][C:5]([O:10][CH2:11][C:12]2([CH3:16])[CH2:15][O:14][CH2:13]2)=[C:6]([CH:9]=1)[C:7]#[N:8].[B:17]1([B:17]2[O:21][C:20]([CH3:23])([CH3:22])[C:19]([CH3:25])([CH3:24])[O:18]2)[O:21][C:20]([CH3:23])([CH3:22])[C:19]([CH3:25])([CH3:24])[O:18]1.C([O-])(=O)C.[K+].ClCCl, predict the reaction product. The product is: [CH3:16][C:12]1([CH2:11][O:10][C:5]2[CH:4]=[CH:3][C:2]([B:17]3[O:21][C:20]([CH3:23])([CH3:22])[C:19]([CH3:25])([CH3:24])[O:18]3)=[CH:9][C:6]=2[C:7]#[N:8])[CH2:15][O:14][CH2:13]1. (6) Given the reactants Cl[C:2]1[CH:3]=[C:4]([CH:23]=[CH:24][C:25]=1Cl)[O:5][CH:6]1[CH2:11][CH2:10][N:9]([S:12]([C:15]2[C:16]([CH3:22])=[N:17][N:18]([CH3:21])[C:19]=2[CH3:20])(=[O:14])=[O:13])[CH2:8][CH2:7]1.CN1[C:32](C)=[C:31](S(Cl)(=O)=O)[C:30]([CH3:38])=N1.Cl.C1C2C(=CC=CC=2)C=CC=1OC1CCNCC1, predict the reaction product. The product is: [CH:3]1[C:2]2[C:25](=[CH:38][CH:30]=[CH:31][CH:32]=2)[CH:24]=[CH:23][C:4]=1[O:5][CH:6]1[CH2:11][CH2:10][N:9]([S:12]([C:15]2[C:16]([CH3:22])=[N:17][N:18]([CH3:21])[C:19]=2[CH3:20])(=[O:14])=[O:13])[CH2:8][CH2:7]1. (7) Given the reactants [N:1]([CH2:4][CH:5]1[O:10][C:9]2[C:11]([C:15]3[CH:20]=[CH:19][CH:18]=[CH:17][C:16]=3[Cl:21])=[CH:12][CH:13]=[CH:14][C:8]=2[O:7][CH2:6]1)=[N+]=[N-].OCC1(OC[C@@H](O)[C@@H](O)[C@H]1O)O, predict the reaction product. The product is: [Cl:21][C:16]1[CH:17]=[CH:18][CH:19]=[CH:20][C:15]=1[C:11]1[C:9]2[O:10][CH:5]([CH2:4][NH2:1])[CH2:6][O:7][C:8]=2[CH:14]=[CH:13][CH:12]=1. (8) Given the reactants Br[C:2]1[CH:7]=[CH:6][C:5]2[C:8]3[C:9]([NH:17][CH2:18][C:19]4[CH:24]=[CH:23][C:22]([O:25][CH3:26])=[CH:21][CH:20]=4)=[N:10][CH:11]=[C:12]([C:15]#[N:16])[C:13]=3[S:14][C:4]=2[CH:3]=1.[F:27][C:28]1[CH:33]=[CH:32][C:31](/[CH:34]=[CH:35]/B(O)O)=[CH:30][CH:29]=1.C([O-])([O-])=O.[Na+].[Na+].C1C=CC(P(C2C=CC=CC=2)C2C=CC=CC=2)=CC=1, predict the reaction product. The product is: [F:27][C:28]1[CH:33]=[CH:32][C:31](/[CH:34]=[CH:35]/[C:2]2[CH:7]=[CH:6][C:5]3[C:8]4[C:9]([NH:17][CH2:18][C:19]5[CH:20]=[CH:21][C:22]([O:25][CH3:26])=[CH:23][CH:24]=5)=[N:10][CH:11]=[C:12]([C:15]#[N:16])[C:13]=4[S:14][C:4]=3[CH:3]=2)=[CH:30][CH:29]=1. (9) Given the reactants [F:1][C:2]1[CH:45]=[CH:44][CH:43]=[C:42]([F:46])[C:3]=1[C:4]([NH:6][C:7]1[CH:12]=[CH:11][CH:10]=[C:9]([C:13]2[N:14]=[C:15]([CH:36]3[CH2:41][CH2:40][NH:39][CH2:38][CH2:37]3)[S:16][C:17]=2[C:18]2[CH:23]=[CH:22][N:21]=[C:20]([NH:24][C:25]3[CH:34]=[C:33]4[C:28]([CH2:29][CH2:30][N:31]([CH3:35])[CH2:32]4)=[CH:27][CH:26]=3)[N:19]=2)[CH:8]=1)=[O:5].C=O.[CH3:49]C(O)=O.C(O[BH-](OC(=O)C)OC(=O)C)(=O)C.[Na+], predict the reaction product. The product is: [F:46][C:42]1[CH:43]=[CH:44][CH:45]=[C:2]([F:1])[C:3]=1[C:4]([NH:6][C:7]1[CH:12]=[CH:11][CH:10]=[C:9]([C:13]2[N:14]=[C:15]([CH:36]3[CH2:41][CH2:40][N:39]([CH3:49])[CH2:38][CH2:37]3)[S:16][C:17]=2[C:18]2[CH:23]=[CH:22][N:21]=[C:20]([NH:24][C:25]3[CH:34]=[C:33]4[C:28]([CH2:29][CH2:30][N:31]([CH3:35])[CH2:32]4)=[CH:27][CH:26]=3)[N:19]=2)[CH:8]=1)=[O:5].